From a dataset of Acute oral toxicity (LD50) regression data from Zhu et al.. Regression/Classification. Given a drug SMILES string, predict its toxicity properties. Task type varies by dataset: regression for continuous values (e.g., LD50, hERG inhibition percentage) or binary classification for toxic/non-toxic outcomes (e.g., AMES mutagenicity, cardiotoxicity, hepatotoxicity). Dataset: ld50_zhu. (1) The compound is CC(Cl)(C=O)CCl. The rat oral LD50 is 1.94, given as -log10 of the dose in mol/kg body weight (higher means more acutely toxic). (2) The compound is CCO[Si](CCP(=O)(OCC)OCC)(OCC)OCC. The rat oral LD50 is 1.28, given as -log10 of the dose in mol/kg body weight (higher means more acutely toxic). (3) The compound is CC(CCC(=O)O)C1CCC2C3C(=O)CC4CC(=O)CCC4(C)C3CC(=O)C12C. The rat oral LD50 is 2.00, given as -log10 of the dose in mol/kg body weight (higher means more acutely toxic). (4) The molecule is ClC(Cl)C(Cl)(Cl)Cl. The rat oral LD50 is 2.34, given as -log10 of the dose in mol/kg body weight (higher means more acutely toxic). (5) The rat oral LD50 is 1.64, given as -log10 of the dose in mol/kg body weight (higher means more acutely toxic). The compound is CCCCOCCOCC(C)O. (6) The molecule is Nc1nc[nH]n1. The rat oral LD50 is 1.88, given as -log10 of the dose in mol/kg body weight (higher means more acutely toxic).